The task is: Predict the reactants needed to synthesize the given product.. This data is from Full USPTO retrosynthesis dataset with 1.9M reactions from patents (1976-2016). (1) Given the product [NH2:1][C:4]1[CH:31]=[CH:30][C:7]([O:8][C:9]2[CH:14]=[CH:13][N:12]=[C:11]([NH:15][C:16]([N:18]3[CH2:19][CH2:20][CH:21]([CH2:24][N:25]4[CH2:29][CH2:28][CH2:27][CH2:26]4)[CH2:22][CH2:23]3)=[O:17])[CH:10]=2)=[CH:6][CH:5]=1, predict the reactants needed to synthesize it. The reactants are: [N+:1]([C:4]1[CH:31]=[CH:30][C:7]([O:8][C:9]2[CH:14]=[CH:13][N:12]=[C:11]([NH:15][C:16]([N:18]3[CH2:23][CH2:22][CH:21]([CH2:24][N:25]4[CH2:29][CH2:28][CH2:27][CH2:26]4)[CH2:20][CH2:19]3)=[O:17])[CH:10]=2)=[CH:6][CH:5]=1)([O-])=O.CO. (2) Given the product [NH2:1][C:2](=[O:29])[C@@H:3]([NH:12][C:13]([C:15]1([NH:21][C:22](=[O:28])[O:23][C:24]([CH3:27])([CH3:26])[CH3:25])[CH2:20][CH2:19][O:18][CH2:17][CH2:16]1)=[O:14])[CH2:4][C:5]1[CH:10]=[CH:9][C:8]([C:41]2[CH:42]=[CH:43][C:38]3[O:37][C:36](=[O:53])[N:35]([CH2:34][CH2:33][CH2:32][O:31][CH3:30])[C:39]=3[CH:40]=2)=[CH:7][CH:6]=1, predict the reactants needed to synthesize it. The reactants are: [NH2:1][C:2](=[O:29])[C@@H:3]([NH:12][C:13]([C:15]1([NH:21][C:22](=[O:28])[O:23][C:24]([CH3:27])([CH3:26])[CH3:25])[CH2:20][CH2:19][O:18][CH2:17][CH2:16]1)=[O:14])[CH2:4][C:5]1[CH:10]=[CH:9][C:8](I)=[CH:7][CH:6]=1.[CH3:30][O:31][CH2:32][CH2:33][CH2:34][N:35]1[C:39]2[CH:40]=[C:41](B3OC(C)(C)C(C)(C)O3)[CH:42]=[CH:43][C:38]=2[O:37][C:36]1=[O:53].C(=O)([O-])[O-].[Na+].[Na+].